This data is from Full USPTO retrosynthesis dataset with 1.9M reactions from patents (1976-2016). The task is: Predict the reactants needed to synthesize the given product. The reactants are: [NH2:1][C:2]1[N:7]([C:8]2[CH:9]=[N:10][C:11]([C:14]([F:17])([F:16])[F:15])=[CH:12][CH:13]=2)[C:6](=[S:18])[NH:5][C:4](=[O:19])[CH:3]=1.N([O-])=O.[Na+].S(S([O-])=O)([O-])=O.[Na+].[Na+].C(O)(=O)C.[CH:36](N)=[NH:37]. Given the product [S:18]=[C:6]1[N:7]([C:8]2[CH:9]=[N:10][C:11]([C:14]([F:16])([F:15])[F:17])=[CH:12][CH:13]=2)[C:2]2[N:1]=[CH:36][NH:37][C:3]=2[C:4](=[O:19])[NH:5]1, predict the reactants needed to synthesize it.